Dataset: Full USPTO retrosynthesis dataset with 1.9M reactions from patents (1976-2016). Task: Predict the reactants needed to synthesize the given product. Given the product [Br:30][CH2:3][C:4]([C:6]1[C:7](=[O:29])[O:8][C:9]2[C:14]([CH:15]=1)=[CH:13][CH:12]=[C:11]([O:16][C@H:17]1[CH2:21][CH2:20][N:19]([C:22]([O:24][C:25]([CH3:28])([CH3:27])[CH3:26])=[O:23])[CH2:18]1)[CH:10]=2)=[O:5], predict the reactants needed to synthesize it. The reactants are: C([O:3][C:4]([C:6]1[C:7](=[O:29])[O:8][C:9]2[C:14]([CH:15]=1)=[CH:13][CH:12]=[C:11]([O:16][C@H:17]1[CH2:21][CH2:20][N:19]([C:22]([O:24][C:25]([CH3:28])([CH3:27])[CH3:26])=[O:23])[CH2:18]1)[CH:10]=2)=[CH2:5])C.[Br:30]N1C(=O)CCC1=O.